From a dataset of Full USPTO retrosynthesis dataset with 1.9M reactions from patents (1976-2016). Predict the reactants needed to synthesize the given product. (1) Given the product [N:3]([C:2]([O:14][CH:33]([CH3:32])[CH3:28])=[O:51])=[N:38][C:41]([O:43][CH:44]([CH3:46])[CH3:47])=[O:42], predict the reactants needed to synthesize it. The reactants are: N1C2C3C=CC=CC=3N=CC=2[N:3]=[C:2]1[OH:14].C1(P([C:28]2[CH:33]=[CH:32]C=CC=2)C2C=CC=CC=2)C=CC=CC=1.OC1CC[N:38]([C:41]([O:43][C:44]([CH3:47])([CH3:46])C)=[O:42])CC1.C1C[O:51]CC1. (2) Given the product [F:27][C:10]1[CH:11]=[C:12]([C:15]2[N:16]=[N:17][N:18]([CH2:20][CH2:21][O:22][Si:23]([CH3:25])([CH3:24])[CH3:26])[N:19]=2)[CH:13]=[CH:14][C:9]=1[OH:8], predict the reactants needed to synthesize it. The reactants are: C([O:8][C:9]1[CH:14]=[CH:13][C:12]([C:15]2[N:16]=[N:17][N:18]([CH2:20][CH2:21][O:22][Si:23]([CH3:26])([CH3:25])[CH3:24])[N:19]=2)=[CH:11][C:10]=1[F:27])C1C=CC=CC=1.C(O)=O. (3) Given the product [Cl:29][C:26]1[CH:25]=[CH:24][C:23]([N:13]2[C:12](=[O:30])[C:11]3[C:16](=[C:17]([CH:18]=[CH2:19])[C:8]([N:4]([CH2:1][C:2]([CH3:32])=[CH2:3])[C:5](=[O:7])[CH3:6])=[CH:9][CH:10]=3)[N:15]=[C:14]2[CH:20]([CH3:22])[CH3:21])=[CH:28][CH:27]=1, predict the reactants needed to synthesize it. The reactants are: [CH2:1]([N:4]([C:8]1[C:17]([CH:18]=[CH2:19])=[C:16]2[C:11]([C:12](=[O:30])[N:13]([C:23]3[CH:28]=[CH:27][C:26]([Cl:29])=[CH:25][CH:24]=3)[C:14]([CH:20]([CH3:22])[CH3:21])=[N:15]2)=[CH:10][CH:9]=1)[C:5](=[O:7])[CH3:6])[CH:2]=[CH2:3].Br[CH2:32]C(C)=C. (4) The reactants are: [NH2:1][C:2]1[CH:3]=[C:4]([C:9]2[O:10][C:11]3[C:16]([C:17](=[O:19])[CH:18]=2)=[CH:15][CH:14]=[C:13]([O:20]C)[C:12]=3[O:22]C)[CH:5]=[CH:6][C:7]=1[NH2:8].C([O-])(O)=O.[Na+]. Given the product [NH2:1][C:2]1[CH:3]=[C:4]([C:9]2[O:10][C:11]3[C:16]([C:17](=[O:19])[CH:18]=2)=[CH:15][CH:14]=[C:13]([OH:20])[C:12]=3[OH:22])[CH:5]=[CH:6][C:7]=1[NH2:8], predict the reactants needed to synthesize it. (5) Given the product [CH3:32][N:31]([CH3:33])[CH2:30][CH2:29][O:1][C:2]1[CH:3]=[C:4]([CH:8]2[CH2:17][C:16]3[CH:15]=[C:14]([C:18]([O:20][CH3:21])=[O:19])[CH:13]=[CH:12][C:11]=3[CH2:10][CH2:9]2)[CH:5]=[CH:6][CH:7]=1, predict the reactants needed to synthesize it. The reactants are: [OH:1][C:2]1[CH:3]=[C:4]([CH:8]2[CH2:17][C:16]3[CH:15]=[C:14]([C:18]([O:20][CH3:21])=[O:19])[CH:13]=[CH:12][C:11]=3[CH2:10][CH2:9]2)[CH:5]=[CH:6][CH:7]=1.C(=O)([O-])[O-].[K+].[K+].Cl[CH2:29][CH2:30][N:31]([CH3:33])[CH3:32].Cl.